This data is from Forward reaction prediction with 1.9M reactions from USPTO patents (1976-2016). The task is: Predict the product of the given reaction. (1) The product is: [CH2:3]([O:10][NH:11][C@H:12]1[CH2:17][N:16]([C:31]([O:33][C:34]([CH3:37])([CH3:36])[CH3:35])=[O:32])[C@H:15]([C:18]([OH:20])=[O:19])[CH2:14][CH2:13]1)[C:4]1[CH:5]=[CH:6][CH:7]=[CH:8][CH:9]=1. Given the reactants Cl.Cl.[CH2:3]([O:10][NH:11][C@H:12]1[CH2:17][NH:16][C@H:15]([C:18]([O:20]C)=[O:19])[CH2:14][CH2:13]1)[C:4]1[CH:9]=[CH:8][CH:7]=[CH:6][CH:5]=1.[OH-].[Na+].Cl.C(=O)([O-])[O-].[K+].[K+].[C:31](O[C:31]([O:33][C:34]([CH3:37])([CH3:36])[CH3:35])=[O:32])([O:33][C:34]([CH3:37])([CH3:36])[CH3:35])=[O:32], predict the reaction product. (2) Given the reactants O[CH2:2][CH:3]([NH:12][C:13]1[CH:18]=[CH:17][C:16]([S:19]([NH2:22])(=[O:21])=[O:20])=[CH:15][C:14]=1[N+:23]([O-:25])=[O:24])[CH2:4][S:5][C:6]1[CH:11]=[CH:10][CH:9]=[CH:8][CH:7]=1.C(N(CC)C(C)C)(C)C.CS(Cl)(=O)=O.[N-:40]=[N+:41]=[N-:42].[Na+], predict the reaction product. The product is: [N:40]([CH2:2][CH:3]([NH:12][C:13]1[CH:18]=[CH:17][C:16]([S:19]([NH2:22])(=[O:21])=[O:20])=[CH:15][C:14]=1[N+:23]([O-:25])=[O:24])[CH2:4][S:5][C:6]1[CH:11]=[CH:10][CH:9]=[CH:8][CH:7]=1)=[N+:41]=[N-:42]. (3) Given the reactants [CH2:1]1[C:9]2[C:4](=[CH:5][CH:6]=[CH:7][CH:8]=2)[CH2:3][CH:2]1[O:10][C:11]1[CH:12]=[C:13]([C:19]2[NH:20][N:21]([CH3:25])[C:22](=[O:24])[CH:23]=2)[CH:14]=[CH:15][C:16]=1[O:17][CH3:18].[C:26]1(NN)[CH:31]=[CH:30]C=[CH:28][CH:27]=1, predict the reaction product. The product is: [CH2:1]1[C:9]2[C:4](=[CH:5][CH:6]=[CH:7][CH:8]=2)[CH2:3][CH:2]1[O:10][C:11]1[CH:12]=[C:13]([C:19]2[NH:20][N:21]([C:25]3[CH:30]=[CH:31][CH:26]=[CH:27][CH:28]=3)[C:22](=[O:24])[CH:23]=2)[CH:14]=[CH:15][C:16]=1[O:17][CH3:18]. (4) Given the reactants [CH3:1][C:2]1([CH3:10])[CH2:7][CH2:6][CH2:5][C:4]([CH3:9])([CH3:8])[NH:3]1.[Li:11]CCCC.C1(N=CC2C=CC(OC)=CC=2C)CCCCC1.CN(OC)C(C1CC1)=O.[NH4+].[Cl-], predict the reaction product. The product is: [Li:11][N:3]1[C:4]([CH3:9])([CH3:8])[CH2:5][CH2:6][CH2:7][C:2]1([CH3:10])[CH3:1]. (5) Given the reactants Br[C:2]1[CH:3]=[C:4]([OH:8])[CH:5]=[CH:6][CH:7]=1.[B:9]1([B:9]2[O:13][C:12]([CH3:15])([CH3:14])[C:11]([CH3:17])([CH3:16])[O:10]2)[O:13][C:12]([CH3:15])([CH3:14])[C:11]([CH3:17])([CH3:16])[O:10]1.C([O-])(=O)C.[K+], predict the reaction product. The product is: [CH3:16][C:11]1([CH3:17])[C:12]([CH3:15])([CH3:14])[O:13][B:9]([C:2]2[CH:3]=[C:4]([OH:8])[CH:5]=[CH:6][CH:7]=2)[O:10]1. (6) Given the reactants [Cl:1][C:2]1[CH:9]=[C:8]([Cl:10])[CH:7]=[C:6]([OH:11])[C:3]=1[CH:4]=[O:5].[C:12](=O)([O-])[O-].[K+].[K+].IC, predict the reaction product. The product is: [Cl:1][C:2]1[CH:9]=[C:8]([Cl:10])[CH:7]=[C:6]([O:11][CH3:12])[C:3]=1[CH:4]=[O:5]. (7) Given the reactants CS([C:4]1[N:9]=[CH:8][C:7]2=CC=[C:12]([C:13]3[CH:18]=CC=CC=3OC)[N:6]2[N:5]=1)=O.[Cl:21][C:22]1[CH:23]=[CH:24][C:25]([O:40][CH3:41])=[C:26]([C:28]2[N:36]3[C:31]([CH:32]=[N:33][C:34](S(C)=O)=[N:35]3)=[CH:30][CH:29]=2)[CH:27]=1, predict the reaction product. The product is: [Cl:21][C:22]1[CH:23]=[CH:24][C:25]([O:40][CH3:41])=[C:26]([C:28]2[N:36]3[C:31]([CH:32]=[N:33][C:34]([N:5]4[C:18]5[CH:13]=[CH:12][N:6]=[CH:7][C:8]=5[N:9]=[CH:4]4)=[N:35]3)=[CH:30][CH:29]=2)[CH:27]=1.